This data is from Full USPTO retrosynthesis dataset with 1.9M reactions from patents (1976-2016). The task is: Predict the reactants needed to synthesize the given product. Given the product [NH:22]1[CH2:21][CH2:20][CH:19]([CH:18]2[CH2:17][C:16]3[C:11](=[CH:12][CH:13]=[CH:14][CH:15]=3)[NH:10][C:9]2=[O:8])[CH2:24][CH2:23]1, predict the reactants needed to synthesize it. The reactants are: FC(F)(F)C(O)=O.[O:8]=[C:9]1[CH:18]([CH:19]2[CH2:24][CH2:23][N:22](C(OC(C)(C)C)=O)[CH2:21][CH2:20]2)[CH2:17][C:16]2[C:11](=[CH:12][CH:13]=[CH:14][CH:15]=2)[NH:10]1.